Dataset: Reaction yield outcomes from USPTO patents with 853,638 reactions. Task: Predict the reaction yield, written as a fraction of the theoretical maximum amount of product (1.0 means a 100% yield; for example, 0.34 means a 34% yield). (1) The product is [CH3:1][C:2]1[CH:7]=[CH:6][C:5]([C:8](=[O:10])[CH2:9][C:16](=[O:17])[C:15]([F:22])([F:21])[F:14])=[CH:4][CH:3]=1. The reactants are [CH3:1][C:2]1[CH:7]=[CH:6][C:5]([C:8](=[O:10])[CH3:9])=[CH:4][CH:3]=1.C[O-].[Na+].[F:14][C:15]([F:22])([F:21])[C:16](OCC)=[O:17]. The yield is 0.940. The catalyst is CO. (2) The reactants are Cl[CH2:2][C:3](=O)[CH3:4].[NH2:6][C:7](=[S:12])[C:8]([O:10][CH3:11])=[O:9].[CH3:13]CO. No catalyst specified. The product is [CH3:2][C:3]1[N:6]=[C:7]([C:8]([O:10][CH2:11][CH3:13])=[O:9])[S:12][CH:4]=1. The yield is 0.338.